This data is from Full USPTO retrosynthesis dataset with 1.9M reactions from patents (1976-2016). The task is: Predict the reactants needed to synthesize the given product. The reactants are: C[O:2][C:3](=[O:35])[C@@H:4]([OH:34])[CH2:5][C:6](=[O:33])[N:7]1[C:15]2[C:10](=[CH:11][C:12]([O:16][CH2:17][C:18]3[S:19][C:20]([C:29]([F:32])([F:31])[F:30])=[C:21]([C:23]4[CH:28]=[CH:27][CH:26]=[CH:25][CH:24]=4)[CH:22]=3)=[CH:13][CH:14]=2)[CH2:9][CH2:8]1.CO.C1COCC1.[OH-].[Na+].Cl. Given the product [OH:34][C@@H:4]([CH2:5][C:6](=[O:33])[N:7]1[C:15]2[C:10](=[CH:11][C:12]([O:16][CH2:17][C:18]3[S:19][C:20]([C:29]([F:31])([F:30])[F:32])=[C:21]([C:23]4[CH:28]=[CH:27][CH:26]=[CH:25][CH:24]=4)[CH:22]=3)=[CH:13][CH:14]=2)[CH2:9][CH2:8]1)[C:3]([OH:35])=[O:2], predict the reactants needed to synthesize it.